Dataset: Full USPTO retrosynthesis dataset with 1.9M reactions from patents (1976-2016). Task: Predict the reactants needed to synthesize the given product. (1) The reactants are: CN(C(ON1N=NC2C=CC=CC1=2)=[N+](C)C)C.[B-](F)(F)(F)F.C(N(CC)CC)C.[O:30]=[C:31]1[N:37]([CH:38]2[CH2:43][CH2:42][N:41]([C:44]([O:46][C@H:47]([CH2:64][C:65]3[CH:70]=[C:69]([C:71]([F:74])([F:73])[F:72])[C:68]([NH2:75])=[C:67]([Cl:76])[CH:66]=3)[C:48]([N:50]3[CH2:55][CH2:54][CH:53]([N:56]4[CH2:60][CH2:59][CH2:58][C@@H:57]4[C:61]([OH:63])=[O:62])[CH2:52][CH2:51]3)=[O:49])=[O:45])[CH2:40][CH2:39]2)[CH2:36][CH2:35][C:34]2[CH:77]=[CH:78][CH:79]=[CH:80][C:33]=2[NH:32]1.O[CH2:82][C:83]([N:85]([CH3:87])[CH3:86])=[O:84]. Given the product [O:30]=[C:31]1[N:37]([CH:38]2[CH2:43][CH2:42][N:41]([C:44]([O:46][C@H:47]([CH2:64][C:65]3[CH:70]=[C:69]([C:71]([F:72])([F:74])[F:73])[C:68]([NH2:75])=[C:67]([Cl:76])[CH:66]=3)[C:48]([N:50]3[CH2:51][CH2:52][CH:53]([N:56]4[CH2:60][CH2:59][CH2:58][C@@H:57]4[C:61]([O:63][CH2:82][C:83](=[O:84])[N:85]([CH3:87])[CH3:86])=[O:62])[CH2:54][CH2:55]3)=[O:49])=[O:45])[CH2:40][CH2:39]2)[CH2:36][CH2:35][C:34]2[CH:77]=[CH:78][CH:79]=[CH:80][C:33]=2[NH:32]1, predict the reactants needed to synthesize it. (2) Given the product [CH:12]1([NH:11][C:4]2[C:5]3[O:10][CH:9]=[CH:8][C:6]=3[N:7]=[C:2]([NH:15][C:16]3[CH:25]=[C:24]4[C:19]([CH2:20][CH:21]([CH3:27])[C:22](=[O:26])[NH:23]4)=[CH:18][CH:17]=3)[N:3]=2)[CH2:14][CH2:13]1, predict the reactants needed to synthesize it. The reactants are: Cl[C:2]1[N:3]=[C:4]([NH:11][CH:12]2[CH2:14][CH2:13]2)[C:5]2[O:10][CH:9]=[CH:8][C:6]=2[N:7]=1.[NH2:15][C:16]1[CH:25]=[C:24]2[C:19]([CH2:20][CH:21]([CH3:27])[C:22](=[O:26])[NH:23]2)=[CH:18][CH:17]=1.C([O-])([O-])=O.[K+].[K+].CC(C1C=C(C(C)C)C(C2C=CC=CC=2P(C2CCCCC2)C2CCCCC2)=C(C(C)C)C=1)C. (3) Given the product [N:44]1([C:12]2[C:11]([CH2:10][C:9]3[CH:8]=[CH:7][C:6]([N:1]4[CH:5]=[CH:4][CH:3]=[N:2]4)=[CH:43][CH:42]=3)=[C:20]([Cl:21])[C:19]3[C:14](=[C:15]([CH3:40])[CH:16]=[C:17]([C:22]([C:34]4[N:38]([CH3:39])[CH:37]=[N:36][CH:35]=4)([C:24]4[CH:25]=[N:26][C:27]([C:30]([F:33])([F:32])[F:31])=[CH:28][CH:29]=4)[OH:23])[CH:18]=3)[N:13]=2)[CH2:47][CH2:46][CH2:45]1, predict the reactants needed to synthesize it. The reactants are: [N:1]1([C:6]2[CH:43]=[CH:42][C:9]([CH2:10][C:11]3[C:12](Cl)=[N:13][C:14]4[C:19]([C:20]=3[Cl:21])=[CH:18][C:17]([C:22]([C:34]3[N:38]([CH3:39])[CH:37]=[N:36][CH:35]=3)([C:24]3[CH:25]=[N:26][C:27]([C:30]([F:33])([F:32])[F:31])=[CH:28][CH:29]=3)[OH:23])=[CH:16][C:15]=4[CH3:40])=[CH:8][CH:7]=2)[CH:5]=[CH:4][CH:3]=[N:2]1.[NH:44]1[CH2:47][CH2:46][CH2:45]1. (4) The reactants are: [Br:1][C:2]1[CH:7]=[CH:6][N:5]=[C:4]2[N:8](S(C3C=CC=CC=3)(=O)=O)[C:9]([CH2:11][N:12]3[CH:16]=[CH:15][N:14]=[N:13]3)=[CH:10][C:3]=12.CCCC[N+](CCCC)(CCCC)CCCC.[F-]. Given the product [Br:1][C:2]1[CH:7]=[CH:6][N:5]=[C:4]2[NH:8][C:9]([CH2:11][N:12]3[CH:16]=[CH:15][N:14]=[N:13]3)=[CH:10][C:3]=12, predict the reactants needed to synthesize it. (5) Given the product [CH2:9]([O:11][C:12](=[O:30])[CH2:13][C:14]1[CH:19]=[CH:18][CH:17]=[C:16]([O:20][C:21]2[CH:26]=[CH:25][C:24]([CH3:27])=[CH:23][C:22]=2[CH2:28][N:3]2[CH2:4][CH2:5][O:1][C:2]2=[O:31])[CH:15]=1)[CH3:10], predict the reactants needed to synthesize it. The reactants are: [O:1]1[CH2:5][C:4](=O)[N:3]=[C-:2]1.[H-].[Na+].[CH2:9]([O:11][C:12](=[O:30])[CH2:13][C:14]1[CH:19]=[CH:18][CH:17]=[C:16]([O:20][C:21]2[CH:26]=[CH:25][C:24]([CH3:27])=[CH:23][C:22]=2[CH2:28]Br)[CH:15]=1)[CH3:10].[O:31]1CCOCC1. (6) Given the product [OH:27][C:21]([C:23]([F:26])([F:25])[F:24])=[O:22].[CH3:1][N:2]1[CH:6]([C:7]([OH:9])=[O:8])[CH2:5][N:4]([C:14]2[CH:19]=[CH:18][CH:17]=[CH:16][N:15]=2)[C:3]1=[O:20], predict the reactants needed to synthesize it. The reactants are: [CH3:1][N:2]1[CH:6]([C:7]([O:9]C(C)(C)C)=[O:8])[CH2:5][N:4]([C:14]2[CH:19]=[CH:18][CH:17]=[CH:16][N:15]=2)[C:3]1=[O:20].[C:21]([OH:27])([C:23]([F:26])([F:25])[F:24])=[O:22].C(Cl)Cl. (7) Given the product [CH2:27]([C:26]([OH:31])([CH2:29][CH3:30])[C:24]#[C:25][C:2]1[CH:23]=[CH:22][C:5]([C:6]([NH:8][S:9]([C:12]2[CH:17]=[CH:16][CH:15]=[CH:14][C:13]=2[S:18](=[O:21])(=[O:20])[NH2:19])(=[O:11])=[O:10])=[O:7])=[CH:4][CH:3]=1)[CH3:28], predict the reactants needed to synthesize it. The reactants are: Br[C:2]1[CH:23]=[CH:22][C:5]([C:6]([NH:8][S:9]([C:12]2[CH:17]=[CH:16][CH:15]=[CH:14][C:13]=2[S:18](=[O:21])(=[O:20])[NH2:19])(=[O:11])=[O:10])=[O:7])=[CH:4][CH:3]=1.[CH2:24]([C:26]([OH:31])([CH2:29][CH3:30])[C:27]#[CH:28])[CH3:25].C(NC(C)C)(C)C. (8) The reactants are: [Cl:1][C:2]1[C:3](Cl)=[N:4][CH:5]=[C:6]([CH:12]=1)[C:7]([O:9][CH2:10][CH3:11])=[O:8].[C:14]([NH:21][CH:22]1[CH2:27][CH2:26][NH:25][CH2:24][CH2:23]1)([O:16][C:17]([CH3:20])([CH3:19])[CH3:18])=[O:15].CCN(C(C)C)C(C)C. Given the product [C:17]([O:16][C:14]([NH:21][CH:22]1[CH2:23][CH2:24][N:25]([C:3]2[C:2]([Cl:1])=[CH:12][C:6]([C:7]([O:9][CH2:10][CH3:11])=[O:8])=[CH:5][N:4]=2)[CH2:26][CH2:27]1)=[O:15])([CH3:20])([CH3:18])[CH3:19], predict the reactants needed to synthesize it. (9) Given the product [N:7]1[NH:6][C:5]([NH:8][C:9]([C:11]2[C:16]([NH2:17])=[N:15][C:14]([C:18]([F:21])([F:20])[F:19])=[C:13]([Cl:36])[N:12]=2)=[O:10])=[CH:4][CH:3]=1, predict the reactants needed to synthesize it. The reactants are: FC(F)(F)[C:3]1[CH:4]=[C:5]([NH:8][C:9]([C:11]2[C:16]([NH2:17])=[N:15][C:14]([C:18]([F:21])([F:20])[F:19])=[C:13](Br)[N:12]=2)=[O:10])[NH:6][N:7]=1.NC1C(C(O)=O)=NC([Cl:36])=C(C(F)(F)F)N=1.N1NC(N)=CC=1. (10) The reactants are: [OH:1][C:2]1[CH:3]=[CH:4][C:5]([C:8]([OH:10])=O)=[N:6][CH:7]=1.C(N(C(C)C)CC)(C)C.O.ON1C2C=CC=CC=2N=N1.CCN=C=NCCCN(C)C.Cl.[C:43]1([CH2:49][CH2:50][CH2:51][NH2:52])[CH:48]=[CH:47][CH:46]=[CH:45][CH:44]=1. Given the product [C:43]1([CH2:49][CH2:50][CH2:51][NH:52][C:8]([C:5]2[CH:4]=[CH:3][C:2]([OH:1])=[CH:7][N:6]=2)=[O:10])[CH:48]=[CH:47][CH:46]=[CH:45][CH:44]=1, predict the reactants needed to synthesize it.